From a dataset of Reaction yield outcomes from USPTO patents with 853,638 reactions. Predict the reaction yield, written as a fraction of the theoretical maximum amount of product (1.0 means a 100% yield; for example, 0.34 means a 34% yield). (1) The reactants are [C:1]([C:4]1[C:9]([F:10])=[C:8](O)[C:7]([NH:12][C:13]([CH:15]2[CH2:17][CH2:16]2)=[O:14])=[C:6]([C:18]#[N:19])[C:5]=1[CH3:20])(=[O:3])[CH3:2].C1(C)C=CC(S([O-])(=O)=O)=CC=1.[NH+]1C=CC=CC=1. The catalyst is C1(C)C=CC=CC=1.C(OCC)(=O)C. The product is [C:1]([C:4]1[C:9]([F:10])=[C:8]2[O:14][C:13]([CH:15]3[CH2:17][CH2:16]3)=[N:12][C:7]2=[C:6]([C:18]#[N:19])[C:5]=1[CH3:20])(=[O:3])[CH3:2]. The yield is 0.710. (2) The reactants are [Cl:1][C:2]1[CH:7]=[CH:6][C:5]([P:8]([C:13]2([C:16]#[N:17])[CH2:15][CH2:14]2)(=[O:12])[O:9]CC)=[CH:4][CH:3]=1.Br[Si](C)(C)C. The catalyst is C(Cl)(Cl)Cl. The product is [Cl:1][C:2]1[CH:7]=[CH:6][C:5]([P:8]([C:13]2([C:16]#[N:17])[CH2:14][CH2:15]2)(=[O:9])[OH:12])=[CH:4][CH:3]=1. The yield is 0.949. (3) The reactants are [Cl:1][C:2]1[CH:7]=[CH:6][C:5]([F:8])=[CH:4][C:3]=1I.[CH3:10][Si:11]([C:14]#[CH:15])([CH3:13])[CH3:12].C(N(CC)C(C)C)(C)C. The catalyst is O1CCOCC1.C(OCC)C.[Cu]I. The product is [Cl:1][C:2]1[CH:7]=[CH:6][C:5]([F:8])=[CH:4][C:3]=1[C:15]#[C:14][Si:11]([CH3:13])([CH3:12])[CH3:10]. The yield is 0.600. (4) The reactants are [NH2:1][C:2]1[CH:3]=[C:4]2[C:9](=[CH:10][CH:11]=1)[N:8]=[CH:7][C:6]([C:12]#[N:13])=[C:5]2[NH:14][C:15]1[CH:20]=[CH:19][C:18]([F:21])=[C:17]([Cl:22])[CH:16]=1.O[CH2:24][C:25]1[O:31][C:28]([CH:29]=[O:30])=[CH:27][CH:26]=1.[BH3-]C#N.[Na+]. The catalyst is CCO. The product is [Cl:22][C:17]1[CH:16]=[C:15]([NH:14][C:5]2[C:4]3[C:9](=[CH:10][CH:11]=[C:2]([NH:1][CH2:24][C:25]4[O:31][C:28]([CH2:29][OH:30])=[CH:27][CH:26]=4)[CH:3]=3)[N:8]=[CH:7][C:6]=2[C:12]#[N:13])[CH:20]=[CH:19][C:18]=1[F:21]. The yield is 0.900. (5) The reactants are C[O:2][C:3]1[CH:12]=[C:11]2[C:6]([C:7](=[O:24])[C:8]([C:14]3[CH:23]=[CH:22][C:17]([C:18]([O:20]C)=[O:19])=[CH:16][CH:15]=3)=[C:9]([CH3:13])[S:10]2)=[CH:5][CH:4]=1.C([O-])([O-])=O.[K+].[K+]. The catalyst is CC(C)=O. The product is [OH:2][C:3]1[CH:12]=[C:11]2[C:6]([C:7](=[O:24])[C:8]([C:14]3[CH:23]=[CH:22][C:17]([C:18]([OH:20])=[O:19])=[CH:16][CH:15]=3)=[C:9]([CH3:13])[S:10]2)=[CH:5][CH:4]=1. The yield is 0.700. (6) The reactants are [Cl:1][C:2]1[CH:3]=[C:4]([S:8](Cl)(=[O:10])=[O:9])[CH:5]=[CH:6][CH:7]=1.[CH2:12]([O:14][C:15](=[O:23])[C:16]1[CH:21]=[CH:20][CH:19]=[C:18]([NH2:22])[CH:17]=1)[CH3:13]. The catalyst is C1(C)C=CC=CC=1. The product is [CH2:12]([O:14][C:15](=[O:23])[C:16]1[CH:21]=[CH:20][CH:19]=[C:18]([NH:22][S:8]([C:4]2[CH:5]=[CH:6][CH:7]=[C:2]([Cl:1])[CH:3]=2)(=[O:10])=[O:9])[CH:17]=1)[CH3:13]. The yield is 0.980.